From a dataset of Catalyst prediction with 721,799 reactions and 888 catalyst types from USPTO. Predict which catalyst facilitates the given reaction. (1) The catalyst class is: 23. Product: [C:1]([N:4]1[CH2:9][CH2:8][C:7]2[N:10]([C@H:26]3[CH2:30][CH2:29][O:28][CH2:27]3)[N:11]=[C:12]([N:13]3[C:22]4[C:17](=[CH:18][C:19]([Br:31])=[C:20]([C:23]#[N:24])[CH:21]=4)[CH2:16][CH:15]([CH3:25])[CH2:14]3)[C:6]=2[CH2:5]1)(=[O:3])[CH3:2]. Reactant: [C:1]([N:4]1[CH2:9][CH2:8][C:7]2[N:10]([C@H:26]3[CH2:30][CH2:29][O:28][CH2:27]3)[N:11]=[C:12]([N:13]3[C:22]4[C:17](=[CH:18][CH:19]=[C:20]([C:23]#[N:24])[CH:21]=4)[CH2:16][CH:15]([CH3:25])[CH2:14]3)[C:6]=2[CH2:5]1)(=[O:3])[CH3:2].[Br:31]N1C(=O)CCC1=O. (2) Reactant: [NH:1]1[C:9]2[CH:8]=[CH:7][CH:6]=[C:5]([C:10]([O:12][CH3:13])=[O:11])[C:4]=2[CH:3]=[CH:2]1.C(O[CH2:18][CH2:19][N+:20]([O-:22])=[O:21])(=O)C.C(C1C=C(O)C(=CC=1)O)(C)(C)C. Product: [N+:20]([CH2:19][CH2:18][C:3]1[C:4]2[C:5]([C:10]([O:12][CH3:13])=[O:11])=[CH:6][CH:7]=[CH:8][C:9]=2[NH:1][CH:2]=1)([O-:22])=[O:21]. The catalyst class is: 113.